Dataset: NCI-60 drug combinations with 297,098 pairs across 59 cell lines. Task: Regression. Given two drug SMILES strings and cell line genomic features, predict the synergy score measuring deviation from expected non-interaction effect. (1) Drug 1: C1=C(C(=O)NC(=O)N1)F. Drug 2: C1=CC(=CC=C1C#N)C(C2=CC=C(C=C2)C#N)N3C=NC=N3. Cell line: ACHN. Synergy scores: CSS=32.1, Synergy_ZIP=2.53, Synergy_Bliss=1.24, Synergy_Loewe=-0.935, Synergy_HSA=3.00. (2) Synergy scores: CSS=5.94, Synergy_ZIP=3.59, Synergy_Bliss=5.74, Synergy_Loewe=3.45, Synergy_HSA=3.51. Cell line: A549. Drug 2: CCN(CC)CCCC(C)NC1=C2C=C(C=CC2=NC3=C1C=CC(=C3)Cl)OC. Drug 1: CCC1(CC2CC(C3=C(CCN(C2)C1)C4=CC=CC=C4N3)(C5=C(C=C6C(=C5)C78CCN9C7C(C=CC9)(C(C(C8N6C)(C(=O)OC)O)OC(=O)C)CC)OC)C(=O)OC)O.OS(=O)(=O)O.